The task is: Predict the reaction yield, written as a fraction of the theoretical maximum amount of product (1.0 means a 100% yield; for example, 0.34 means a 34% yield).. This data is from Reaction yield outcomes from USPTO patents with 853,638 reactions. The reactants are [OH:1][NH:2][C:3]([CH:5]1[C:10]([CH3:12])([CH3:11])[S:9][CH2:8][CH2:7][N:6]1[S:13]([C:16]1[CH:35]=[CH:34][C:19]([O:20][CH2:21][C:22]#[C:23][CH2:24][CH2:25][NH:26]C(=O)OC(C)(C)C)=[CH:18][CH:17]=1)(=[O:15])=[O:14])=[O:4].FC(F)(F)C(O)=O. The catalyst is ClCCl. The product is [NH2:26][CH2:25][CH2:24][C:23]#[C:22][CH2:21][O:20][C:19]1[CH:34]=[CH:35][C:16]([S:13]([N:6]2[CH2:7][CH2:8][S:9][C:10]([CH3:12])([CH3:11])[CH:5]2[C:3]([NH:2][OH:1])=[O:4])(=[O:14])=[O:15])=[CH:17][CH:18]=1. The yield is 0.790.